Task: Predict the reaction yield, written as a fraction of the theoretical maximum amount of product (1.0 means a 100% yield; for example, 0.34 means a 34% yield).. Dataset: Reaction yield outcomes from USPTO patents with 853,638 reactions (1) The reactants are [CH2:1]([N:3]([CH2:29][CH3:30])[CH2:4][CH2:5][N:6]1[CH2:11][CH2:10][C:9]2[NH:12][C:13]([CH:16]=[C:17]3[C:25]4[C:20](=[CH:21][CH:22]=[C:23]([F:26])[CH:24]=4)[NH:19][C:18]3=[O:27])=[C:14]([CH3:15])[C:8]=2[C:7]1=[O:28])[CH3:2].C([O-])(=O)C.[Pb+2].C([O-])(=O)C.[OH-].[Na+]. The catalyst is C(O)(=O)C. The product is [CH2:29]([N:3]([CH2:1][CH3:2])[CH2:4][CH2:5][N:6]1[CH:11]=[CH:10][C:9]2[NH:12][C:13]([CH:16]=[C:17]3[C:25]4[C:20](=[CH:21][CH:22]=[C:23]([F:26])[CH:24]=4)[NH:19][C:18]3=[O:27])=[C:14]([CH3:15])[C:8]=2[C:7]1=[O:28])[CH3:30]. The yield is 0.426. (2) The reactants are [F:1][C:2]1[CH:7]=[CH:6][CH:5]=[C:4]([N+]([O-])=O)[C:3]=1[F:11].[Cl-].[NH4+:13]. The catalyst is CO.O.[Fe]. The product is [F:1][C:2]1[CH:7]=[CH:6][C:5]([NH2:13])=[CH:4][C:3]=1[F:11]. The yield is 0.430. (3) The reactants are Cl[CH2:2][C:3]([NH:5][CH2:6][CH2:7][C:8]1[CH:13]=[CH:12][C:11]([OH:14])=[CH:10][CH:9]=1)=[O:4].[N-:15]=[N+:16]=[N-:17].[Na+]. The catalyst is CS(C)=O.O. The product is [N:15]([CH2:2][C:3]([NH:5][CH2:6][CH2:7][C:8]1[CH:13]=[CH:12][C:11]([OH:14])=[CH:10][CH:9]=1)=[O:4])=[N+:16]=[N-:17]. The yield is 0.900. (4) The reactants are [NH2:1][C:2]1[CH:7]=[CH:6][C:5]([Br:8])=[CH:4][C:3]=1[CH2:9][C:10]#[N:11].[N:12]([O-])=O.[Na+].[OH-].[NH4+]. The catalyst is Cl.O. The product is [Br:8][C:5]1[CH:4]=[C:3]2[C:2](=[CH:7][CH:6]=1)[NH:1][N:12]=[C:9]2[C:10]#[N:11]. The yield is 0.600. (5) The reactants are [CH3:1][C:2]1[S:6][C:5]([CH2:7][N:8]2[CH:12]=[C:11]([C:13]([O:15]CC)=[O:14])[CH:10]=[N:9]2)=[N:4][C:3]=1[C:18]1[CH:23]=[CH:22][CH:21]=[C:20]([C:24]([F:27])([F:26])[F:25])[CH:19]=1.[OH-].[Na+].Cl. The catalyst is C(O)C.[Cl-].[Na+].O. The product is [CH3:1][C:2]1[S:6][C:5]([CH2:7][N:8]2[CH:12]=[C:11]([C:13]([OH:15])=[O:14])[CH:10]=[N:9]2)=[N:4][C:3]=1[C:18]1[CH:23]=[CH:22][CH:21]=[C:20]([C:24]([F:27])([F:25])[F:26])[CH:19]=1. The yield is 0.480. (6) The reactants are Cl[C:2]1[CH:11]=[CH:10][C:9]([O:12][CH3:13])=[C:8]2[C:3]=1[CH:4]=[CH:5][CH:6]=[N:7]2.[O:14]1[C:18]2[CH:19]=[CH:20][CH:21]=[CH:22][C:17]=2[CH:16]=[C:15]1B(O)O.[F-].[K+].C(P(C(C)(C)C)C1C=CC=CC=1C1C=CC=CC=1)(C)(C)C. The catalyst is C1COCC1.CCOC(C)=O.CC([O-])=O.CC([O-])=O.[Pd+2]. The product is [O:14]1[C:18]2[CH:19]=[CH:20][CH:21]=[CH:22][C:17]=2[CH:16]=[C:15]1[C:2]1[CH:11]=[CH:10][C:9]([O:12][CH3:13])=[C:8]2[C:3]=1[CH:4]=[CH:5][CH:6]=[N:7]2. The yield is 0.620. (7) The reactants are C([S-])C.[Na+].[SH:5][CH2:6][CH2:7][C:8]1[CH:13]=[CH:12][CH:11]=[C:10]([C:14]2[CH:19]=[CH:18][CH:17]=[C:16]([C:20]([O-:22])=[O:21])[CH:15]=2)[C:9]=1[C:23]([O:25]C)=[O:24]. The catalyst is CN(C=O)C. The product is [SH:5][CH2:6][CH2:7][C:8]1[CH:13]=[CH:12][CH:11]=[C:10]([C:14]2[CH:19]=[CH:18][CH:17]=[C:16]([C:20]([OH:22])=[O:21])[CH:15]=2)[C:9]=1[C:23]([OH:25])=[O:24]. The yield is 0.570. (8) The reactants are [Cl:1][C:2]1[CH:7]=[CH:6][C:5]([CH:8]([O:18][CH3:19])[CH2:9][NH:10]C(=O)OC(C)(C)C)=[CH:4][CH:3]=1.FC(F)(F)C(O)=O. The catalyst is ClCCl. The product is [Cl:1][C:2]1[CH:3]=[CH:4][C:5]([CH:8]([O:18][CH3:19])[CH2:9][NH2:10])=[CH:6][CH:7]=1. The yield is 0.847. (9) The product is [NH2:33][C:32]1[S:31][C:3]2[CH:4]=[C:5]([O:6][C:7]3[CH:8]=[C:9]([NH:15][C:16](=[O:28])[C:17]4[CH:22]=[CH:21][CH:20]=[C:19]([C:23]5([C:26]#[N:27])[CH2:25][CH2:24]5)[CH:18]=4)[CH:10]=[CH:11][C:12]=3[O:13][CH3:14])[CH:29]=[CH:30][C:2]=2[N:1]=1. The yield is 0.540. The catalyst is C(O)(=O)C. The reactants are [NH2:1][C:2]1[CH:30]=[CH:29][C:5]([O:6][C:7]2[CH:8]=[C:9]([NH:15][C:16](=[O:28])[C:17]3[CH:22]=[CH:21][CH:20]=[C:19]([C:23]4([C:26]#[N:27])[CH2:25][CH2:24]4)[CH:18]=3)[CH:10]=[CH:11][C:12]=2[O:13][CH3:14])=[CH:4][CH:3]=1.[S-:31][C:32]#[N:33].[K+].BrBr.